Dataset: Forward reaction prediction with 1.9M reactions from USPTO patents (1976-2016). Task: Predict the product of the given reaction. (1) Given the reactants [CH3:1][O:2][C:3]1[CH:4]=[C:5]([CH2:16][C:17]([OH:19])=O)[CH:6]=[CH:7][C:8]=1[C:9]1[CH:14]=[CH:13][N:12]=[C:11]([CH3:15])[CH:10]=1.[NH2:20][C:21]1[N:26]=[CH:25][C:24]([N:27]2[CH2:32][CH2:31][N:30]([C:33](=[O:35])[CH3:34])[CH2:29][CH2:28]2)=[CH:23][CH:22]=1.CN(C(ON1N=NC2C=CC=NC1=2)=[N+](C)C)C.F[P-](F)(F)(F)(F)F.CCN(C(C)C)C(C)C, predict the reaction product. The product is: [C:33]([N:30]1[CH2:29][CH2:28][N:27]([C:24]2[CH:23]=[CH:22][C:21]([NH:20][C:17](=[O:19])[CH2:16][C:5]3[CH:6]=[CH:7][C:8]([C:9]4[CH:14]=[CH:13][N:12]=[C:11]([CH3:15])[CH:10]=4)=[C:3]([O:2][CH3:1])[CH:4]=3)=[N:26][CH:25]=2)[CH2:32][CH2:31]1)(=[O:35])[CH3:34]. (2) Given the reactants [N:1]12[CH2:8][CH2:7][CH:4]([CH2:5][CH2:6]1)[C@@H:3]([NH:9][C:10]([C:12]1[O:13][C:14](Br)=[CH:15][CH:16]=1)=[O:11])[CH2:2]2.[F:18][C:19]([F:30])([F:29])[C:20]1[CH:21]=[C:22](B(O)O)[CH:23]=[CH:24][CH:25]=1.C(=O)([O-])[O-].[Na+].[Na+], predict the reaction product. The product is: [N:1]12[CH2:8][CH2:7][CH:4]([CH2:5][CH2:6]1)[C@@H:3]([NH:9][C:10]([C:12]1[O:13][C:14]([C:24]3[CH:23]=[CH:22][CH:21]=[C:20]([C:19]([F:30])([F:29])[F:18])[CH:25]=3)=[CH:15][CH:16]=1)=[O:11])[CH2:2]2.